This data is from Reaction yield outcomes from USPTO patents with 853,638 reactions. The task is: Predict the reaction yield, written as a fraction of the theoretical maximum amount of product (1.0 means a 100% yield; for example, 0.34 means a 34% yield). (1) The reactants are Br[C:2]1[CH:23]=[CH:22][C:5]2[O:6][CH2:7][CH:8](F)[C:9]3[N:10]([N:11]=[C:12]([C:18]([NH2:20])=[O:19])[C:13]=3[C:14]([F:17])([F:16])[F:15])[C:4]=2[CH:3]=1.[C:24]([C@:26]1([OH:33])[CH2:30][CH2:29][N:28]([CH3:31])[C:27]1=[O:32])#[CH:25]. No catalyst specified. The product is [OH:33][C@@:26]1([C:24]#[C:25][C:2]2[CH:23]=[CH:22][C:5]3[O:6][CH2:7][CH2:8][C:9]4[N:10]([N:11]=[C:12]([C:18]([NH2:20])=[O:19])[C:13]=4[C:14]([F:17])([F:16])[F:15])[C:4]=3[CH:3]=2)[CH2:30][CH2:29][N:28]([CH3:31])[C:27]1=[O:32]. The yield is 0.590. (2) The yield is 0.550. The product is [CH3:32][C:33]([CH3:41])([CH2:38][C:37](=[O:39])[N:1]1[CH2:6][CH2:5][CH2:4][CH:3]([O:7][C:8]2[CH:13]=[CH:12][C:11]([NH:14][C:15]([C:17]3[N:18]=[C:19]([C:26]4[CH:31]=[CH:30][CH:29]=[CH:28][CH:27]=4)[O:20][C:21]=3[C:22]([F:25])([F:23])[F:24])=[O:16])=[CH:10][CH:9]=2)[CH2:2]1)[CH2:34][C:35]([OH:40])=[O:36]. The reactants are [NH:1]1[CH2:6][CH2:5][CH2:4][CH:3]([O:7][C:8]2[CH:13]=[CH:12][C:11]([NH:14][C:15]([C:17]3[N:18]=[C:19]([C:26]4[CH:31]=[CH:30][CH:29]=[CH:28][CH:27]=4)[O:20][C:21]=3[C:22]([F:25])([F:24])[F:23])=[O:16])=[CH:10][CH:9]=2)[CH2:2]1.[CH3:32][C:33]1([CH3:41])[CH2:38][C:37](=[O:39])[O:36][C:35](=[O:40])[CH2:34]1.C(N(CC)CC)C. The catalyst is CS(C)=O. (3) The reactants are [Cl:1][C:2]1[CH:7]=[CH:6][N:5]2[N:8]=[C:9]([C:11]3[CH:16]=[CH:15][C:14]([O:17][CH3:18])=[CH:13][CH:12]=3)[CH:10]=[C:4]2[CH:3]=1.[C:19](OC(=O)C)(=[O:21])[CH3:20].B(F)(F)F. The catalyst is C1(C)C=CC=CC=1. The product is [Cl:1][C:2]1[CH:7]=[CH:6][N:5]2[N:8]=[C:9]([C:11]3[CH:12]=[CH:13][C:14]([O:17][CH3:18])=[CH:15][CH:16]=3)[C:10]([C:19](=[O:21])[CH3:20])=[C:4]2[CH:3]=1. The yield is 0.660. (4) The reactants are [Cl:1][C:2]1[C:13]([N+:14]([O-:16])=[O:15])=[CH:12][C:11]([N+:17]([O-:19])=[O:18])=[CH:10][C:3]=1[C:4]([NH:6][CH2:7][CH2:8][OH:9])=[O:5].[O:20]1[CH:25]=[CH:24][CH2:23][CH2:22][CH2:21]1.C1(C)C=CC(S(O)(=O)=O)=CC=1. The catalyst is C(Cl)Cl. The product is [Cl:1][C:2]1[C:13]([N+:14]([O-:16])=[O:15])=[CH:12][C:11]([N+:17]([O-:19])=[O:18])=[CH:10][C:3]=1[C:4]([NH:6][CH2:7][CH2:8][O:9][CH:21]1[CH2:22][CH2:23][CH2:24][CH2:25][O:20]1)=[O:5]. The yield is 1.00. (5) The reactants are [Br:1][C:2]1[CH:10]=[C:9](/[CH:11]=[CH:12]/[CH:13]([C:18]2[CH:23]=[C:22]([Cl:24])[C:21]([F:25])=[C:20]([Cl:26])[CH:19]=2)[C:14]([F:17])([F:16])[F:15])[CH:8]=[CH:7][C:3]=1[C:4](O)=[O:5].[NH2:27][CH2:28][C:29]([NH:31][CH2:32][C:33]([F:36])([F:35])[F:34])=[O:30].F[P-](F)(F)(F)(F)F.N1(O[P+](N2CCCC2)(N2CCCC2)N2CCCC2)C2C=CC=CC=2N=N1.CCN(C(C)C)C(C)C. The catalyst is C(Cl)Cl.O. The product is [Br:1][C:2]1[CH:10]=[C:9](/[CH:11]=[CH:12]/[CH:13]([C:18]2[CH:19]=[C:20]([Cl:26])[C:21]([F:25])=[C:22]([Cl:24])[CH:23]=2)[C:14]([F:17])([F:16])[F:15])[CH:8]=[CH:7][C:3]=1[C:4]([NH:27][CH2:28][C:29](=[O:30])[NH:31][CH2:32][C:33]([F:36])([F:35])[F:34])=[O:5]. The yield is 0.310.